This data is from Full USPTO retrosynthesis dataset with 1.9M reactions from patents (1976-2016). The task is: Predict the reactants needed to synthesize the given product. (1) Given the product [CH2:1]([O:3][C:4]([C:6]1[C:7](=[O:18])[O:8][C:9]2[C:14]([CH:15]=1)=[C:13]([CH3:16])[CH:12]=[C:11]([O:17][CH2:29][O:30][CH3:31])[CH:10]=2)=[O:5])[CH3:2], predict the reactants needed to synthesize it. The reactants are: [CH2:1]([O:3][C:4]([C:6]1[C:7](=[O:18])[O:8][C:9]2[C:14]([CH:15]=1)=[C:13]([CH3:16])[CH:12]=[C:11]([OH:17])[CH:10]=2)=[O:5])[CH3:2].C(N(C(C)C)CC)(C)C.Cl[CH2:29][O:30][CH3:31]. (2) The reactants are: [C:1]([O:5][C:6]([NH:8][CH2:9][CH2:10][O:11][C:12]1[C:17]([CH2:18][O:19][C:20]2[C:25]([Br:26])=[CH:24][C:23]([F:27])=[C:22]([N+:28]([O-:30])=[O:29])[CH:21]=2)=[C:16]([F:31])[C:15]([F:32])=[CH:14][CH:13]=1)=[O:7])([CH3:4])([CH3:3])[CH3:2].[CH3:33]I.[H-].[Na+]. Given the product [C:1]([O:5][C:6]([N:8]([CH2:9][CH2:10][O:11][C:12]1[C:17]([CH2:18][O:19][C:20]2[C:25]([Br:26])=[CH:24][C:23]([F:27])=[C:22]([N+:28]([O-:30])=[O:29])[CH:21]=2)=[C:16]([F:31])[C:15]([F:32])=[CH:14][CH:13]=1)[CH3:33])=[O:7])([CH3:4])([CH3:2])[CH3:3], predict the reactants needed to synthesize it. (3) Given the product [C:34]([C:33]1[CH:32]=[C:31]([C:19]2[CH:20]=[CH:21][C:22]([O:23][CH2:24][CH3:25])=[C:17]([CH2:16][NH:15][CH:12]3[CH2:13][CH2:14][CH:9]([N:8]([CH3:29])[C:1](=[O:2])[O:3][C:4]([CH3:7])([CH3:6])[CH3:5])[CH2:10][CH2:11]3)[CH:18]=2)[CH:38]=[CH:37][CH:36]=1)#[N:35], predict the reactants needed to synthesize it. The reactants are: [C:1]([N:8]([CH3:29])[CH:9]1[CH2:14][CH2:13][CH:12]([NH:15][CH2:16][C:17]2[CH:18]=[C:19](B(O)O)[CH:20]=[CH:21][C:22]=2[O:23][CH2:24][CH3:25])[CH2:11][CH2:10]1)([O:3][C:4]([CH3:7])([CH3:6])[CH3:5])=[O:2].Br[C:31]1[CH:32]=[C:33]([CH:36]=[CH:37][CH:38]=1)[C:34]#[N:35]. (4) Given the product [Cl:1][C:2]1[CH:22]=[CH:21][C:5]([CH2:6][N:7]([C:8]2[CH:9]=[CH:10][C:11]([F:20])=[C:12]([N:14]3[CH2:18][CH2:17][CH2:16][C:15]3=[O:19])[CH:13]=2)[S:29]([C:27]2[N:26]=[CH:25][N:24]([CH3:23])[CH:28]=2)(=[O:31])=[O:30])=[CH:4][CH:3]=1, predict the reactants needed to synthesize it. The reactants are: [Cl:1][C:2]1[CH:22]=[CH:21][C:5]([CH2:6][NH:7][C:8]2[CH:9]=[CH:10][C:11]([F:20])=[C:12]([N:14]3[CH2:18][CH2:17][CH2:16][C:15]3=[O:19])[CH:13]=2)=[CH:4][CH:3]=1.[CH3:23][N:24]1[CH:28]=[C:27]([S:29](Cl)(=[O:31])=[O:30])[N:26]=[CH:25]1.N1C=CC=CC=1. (5) Given the product [C:48]([N:51]1[CH2:56][CH2:55][N:54]([C:20]([C@H:17]2[CH2:16][CH2:15][C@H:14]([CH2:13][N:8]3[C:7]4[CH:23]=[C:3]([C:1]#[CH:2])[CH:4]=[CH:5][C:6]=4[N:10]([CH3:11])[C:9]3=[O:12])[CH2:19][CH2:18]2)=[O:21])[CH2:53][CH2:52]1)(=[O:50])[CH3:49], predict the reactants needed to synthesize it. The reactants are: [C:1]([C:3]1[CH:4]=[CH:5][C:6]2[N:10]([CH3:11])[C:9](=[O:12])[N:8]([CH2:13][C@H:14]3[CH2:19][CH2:18][C@H:17]([C:20](O)=[O:21])[CH2:16][CH2:15]3)[C:7]=2[CH:23]=1)#[CH:2].CN(C(ON1N=NC2C=CC=NC1=2)=[N+](C)C)C.F[P-](F)(F)(F)(F)F.[C:48]([N:51]1[CH2:56][CH2:55][NH:54][CH2:53][CH2:52]1)(=[O:50])[CH3:49]. (6) Given the product [NH2:52][C:50]1[CH:49]=[CH:48][C:47]([CH3:55])=[C:46]([C:44]([C:31]2[CH:32]=[CH:33][C:34]([NH:36][C:37]3[CH:42]=[CH:41][CH:40]=[C:39]([Cl:43])[CH:38]=3)=[CH:35][C:30]=2[Cl:29])=[O:45])[CH:51]=1, predict the reactants needed to synthesize it. The reactants are: NC1C=CC(C)=C(C(C2C=CC(NC3C=CC(C(F)(F)F)=CC=3)=CC=2Cl)=O)C=1.[Cl:29][C:30]1[CH:35]=[C:34]([NH:36][C:37]2[CH:42]=[CH:41][CH:40]=[C:39]([Cl:43])[CH:38]=2)[CH:33]=[CH:32][C:31]=1[C:44]([C:46]1[CH:51]=[C:50]([N+:52]([O-])=O)[CH:49]=[CH:48][C:47]=1[CH3:55])=[O:45].